Dataset: Reaction yield outcomes from USPTO patents with 853,638 reactions. Task: Predict the reaction yield, written as a fraction of the theoretical maximum amount of product (1.0 means a 100% yield; for example, 0.34 means a 34% yield). The reactants are [C:1]([NH:4][NH:5][C:6](=O)[CH2:7][CH2:8][C:9]1[N:10]=[C:11]([NH:14][C:15]2[C:20]([O:21][CH2:22][C:23]3[CH:28]=[CH:27][CH:26]=[CH:25][CH:24]=3)=[CH:19][C:18]([Br:29])=[CH:17][N:16]=2)[S:12][CH:13]=1)(=[O:3])[CH3:2].O=P(Cl)(Cl)Cl. The catalyst is C(#N)C. The product is [CH2:22]([O:21][C:20]1[C:15]([NH:14][C:11]2[S:12][CH:13]=[C:9]([CH2:8][CH2:7][C:6]3[O:3][C:1]([CH3:2])=[N:4][N:5]=3)[N:10]=2)=[N:16][CH:17]=[C:18]([Br:29])[CH:19]=1)[C:23]1[CH:28]=[CH:27][CH:26]=[CH:25][CH:24]=1. The yield is 0.280.